This data is from Reaction yield outcomes from USPTO patents with 853,638 reactions. The task is: Predict the reaction yield, written as a fraction of the theoretical maximum amount of product (1.0 means a 100% yield; for example, 0.34 means a 34% yield). (1) The reactants are [CH2:1]([O:8][C:9]1[C:10]([C:29]([OH:31])=O)=[N:11][C:12]([CH2:16][C:17]2([C:22]3[CH:27]=[CH:26][C:25]([Cl:28])=[CH:24][CH:23]=3)[CH2:21][CH2:20][CH2:19][CH2:18]2)=[N:13][C:14]=1[OH:15])[C:2]1[CH:7]=[CH:6][CH:5]=[CH:4][CH:3]=1.[Si:32]([O:39][CH2:40][CH2:41][NH:42][CH:43]1[CH2:45][CH2:44]1)([C:35]([CH3:38])([CH3:37])[CH3:36])([CH3:34])[CH3:33].CN(C(ON1N=NC2C=CC=NC1=2)=[N+](C)C)C.F[P-](F)(F)(F)(F)F.C(N(CC)C(C)C)(C)C. The catalyst is CN(C)C=O.CCCCCC.O.C(OCC)(=O)C. The product is [Si:32]([O:39][CH2:40][CH2:41][N:42]([CH:43]1[CH2:44][CH2:45]1)[C:29]([C:10]1[C:9]([O:8][CH2:1][C:2]2[CH:3]=[CH:4][CH:5]=[CH:6][CH:7]=2)=[C:14]([OH:15])[N:13]=[C:12]([CH2:16][C:17]2([C:22]3[CH:27]=[CH:26][C:25]([Cl:28])=[CH:24][CH:23]=3)[CH2:18][CH2:19][CH2:20][CH2:21]2)[N:11]=1)=[O:31])([C:35]([CH3:38])([CH3:37])[CH3:36])([CH3:34])[CH3:33]. The yield is 0.550. (2) The reactants are [C:1]([O:5][CH2:6][CH:7]1[CH:12]=[CH:11][N:10](C(=O)C(C)(C)C)[CH:9]=[C:8]1[CH:19]1[CH2:23][CH2:22][CH2:21][N:20]1[CH3:24])([CH3:4])([CH3:3])[CH3:2].[S]. The catalyst is C1(C)C=CC=CC=1. The product is [C:1]([O:5][CH2:6][C:7]1[CH:12]=[CH:11][N:10]=[CH:9][C:8]=1[CH:19]1[CH2:23][CH2:22][CH2:21][N:20]1[CH3:24])([CH3:4])([CH3:3])[CH3:2]. The yield is 0.540. (3) The reactants are [CH:1](=O)[CH:2]([CH3:4])[CH3:3].[CH2:6]([SH:10])[CH2:7][CH2:8][SH:9].B(F)(F)F.CCOCC. The catalyst is ClCCl. The product is [CH:2]([CH:1]1[S:10][CH2:6][CH2:7][CH2:8][S:9]1)([CH3:4])[CH3:3]. The yield is 1.00. (4) The reactants are [C:1]([O:10]C)(=O)[C:2]1[C:3](=[CH:5][CH:6]=[CH:7][CH:8]=1)[SH:4].[C:12]([C:14]1[CH:15]=[CH:16][C:17]([O:20][CH2:21][CH2:22][CH2:23][CH2:24][CH2:25][C:26]([O:28][CH2:29][CH3:30])=[O:27])=[N:18][CH:19]=1)#[N:13].C(N(CC)CC)C. The catalyst is C1(C)C=CC=CC=1. The product is [O:10]=[C:1]1[C:2]2[CH:8]=[CH:7][CH:6]=[CH:5][C:3]=2[S:4][C:12]([C:14]2[CH:15]=[CH:16][C:17]([O:20][CH2:21][CH2:22][CH2:23][CH2:24][CH2:25][C:26]([O:28][CH2:29][CH3:30])=[O:27])=[N:18][CH:19]=2)=[N:13]1. The yield is 0.140.